From a dataset of Orexin1 receptor HTS with 218,158 compounds and 233 confirmed actives. Binary Classification. Given a drug SMILES string, predict its activity (active/inactive) in a high-throughput screening assay against a specified biological target. (1) The molecule is Clc1ccc(OCC(=O)N2CC3(ON=C(C3)c3cc(NC(=O)/C=C/C=C/C)ccc3)CC2C(=O)N)cc1. The result is 0 (inactive). (2) The molecule is O1c2cc(Cn3nnnc3C(N3CCN(CC3)C)C(C)C)ccc2OC1. The result is 0 (inactive). (3) The drug is Clc1cc(NC(=O)C2C3C4(OC2C=C4)C(N(C3=O)CCCOC)C(=O)NC2CCCCC2)ccc1. The result is 0 (inactive). (4) The drug is O1CCN(CC1)c1nc(N(c2ccccc2)c2ccccc2)nc(n1)NCC. The result is 0 (inactive). (5) The drug is S(=O)(=O)(NCc1ccc(C(=O)N2CC(OC(C2)C)C)cc1)c1c(ccc(c1)C)C. The result is 0 (inactive). (6) The compound is O(C(=O)c1c(nc(c(NC(=O)Nc2nccc(c2)C)c1)C)C)CC. The result is 0 (inactive). (7) The drug is S(CC(=O)Nc1cc2c(cc1)cccc2)c1n(C)cnn1. The result is 0 (inactive). (8) The drug is Clc1ccc(C(=O)NCCCC(=O)Nc2cc(S(=O)(=O)N3CCOCC3)c(F)cc2)cc1. The result is 0 (inactive). (9) The molecule is s1c(Nc2c(CC)cccc2)nc(c2cccnc2)c1. The result is 0 (inactive). (10) The drug is s1c(CNC(=O)c2noc(c3c(OC)ccc(OC)c3)c2)ccc1. The result is 0 (inactive).